Dataset: Forward reaction prediction with 1.9M reactions from USPTO patents (1976-2016). Task: Predict the product of the given reaction. The product is: [CH3:1][O:2][C:3]1[CH:4]=[C:5]2[C:9](=[CH:10][CH:11]=1)[N:8]([CH3:12])[CH:7]=[C:6]2[C:13]1[N:23]([CH2:24][O:25][CH2:26][CH2:27][Si:28]([CH3:30])([CH3:29])[CH3:31])[C:16]2=[N:17][CH:18]=[C:19]([CH2:21][NH:22][C:38](=[O:40])[CH3:39])[N:20]=[C:15]2[CH:14]=1. Given the reactants [CH3:1][O:2][C:3]1[CH:4]=[C:5]2[C:9](=[CH:10][CH:11]=1)[N:8]([CH3:12])[CH:7]=[C:6]2[C:13]1[N:23]([CH2:24][O:25][CH2:26][CH2:27][Si:28]([CH3:31])([CH3:30])[CH3:29])[C:16]2=[N:17][CH:18]=[C:19]([CH2:21][NH2:22])[N:20]=[C:15]2[CH:14]=1.N1C=CC=CC=1.[C:38](OC(=O)C)(=[O:40])[CH3:39].CC(O)=O, predict the reaction product.